This data is from Reaction yield outcomes from USPTO patents with 853,638 reactions. The task is: Predict the reaction yield, written as a fraction of the theoretical maximum amount of product (1.0 means a 100% yield; for example, 0.34 means a 34% yield). (1) The reactants are I[C:2]1[CH:3]=[C:4]([O:21][C:22]([F:25])([F:24])[F:23])[CH:5]=[C:6]2[C:11]=1[O:10][CH:9]([C:12]([F:15])([F:14])[F:13])[C:8]([C:16]([O:18][CH2:19][CH3:20])=[O:17])=[CH:7]2.[C-:26]#[N:27].[K+]. The catalyst is C1COCC1.[Cl-].[Na+].O.[Cu]I.C1C=CC([P]([Pd]([P](C2C=CC=CC=2)(C2C=CC=CC=2)C2C=CC=CC=2)([P](C2C=CC=CC=2)(C2C=CC=CC=2)C2C=CC=CC=2)[P](C2C=CC=CC=2)(C2C=CC=CC=2)C2C=CC=CC=2)(C2C=CC=CC=2)C2C=CC=CC=2)=CC=1. The product is [C:26]([C:2]1[CH:3]=[C:4]([O:21][C:22]([F:24])([F:23])[F:25])[CH:5]=[C:6]2[C:11]=1[O:10][CH:9]([C:12]([F:14])([F:15])[F:13])[C:8]([C:16]([O:18][CH2:19][CH3:20])=[O:17])=[CH:7]2)#[N:27]. The yield is 0.820. (2) The reactants are NC1(C2C=CC(C3C(=O)C4C(OC=3C3C=CC=CC=3)=C(C3C=NN(CC(C)C)C=3)N=CC=4)=CC=2)CCC1.Cl[C:39]1[N:40]=[CH:41][CH:42]=[C:43]2[C:48](=[O:49])[C:47]([C:50]3[CH:55]=[CH:54][C:53]([C:56]4([NH:60][C:61](=[O:67])[O:62][C:63]([CH3:66])([CH3:65])[CH3:64])[CH2:59][CH2:58][CH2:57]4)=[CH:52][CH:51]=3)=[C:46]([C:68]3[CH:73]=[CH:72][CH:71]=[CH:70][CH:69]=3)[O:45][C:44]=12.[F:74][C:75]1[CH:82]=[CH:81][CH:80]=[C:79](B2OC(C)(C)C(C)(C)O2)[C:76]=1[C:77]#[N:78]. No catalyst specified. The product is [C:77]([C:76]1[C:75]([F:74])=[CH:82][CH:81]=[CH:80][C:79]=1[C:39]1[N:40]=[CH:41][CH:42]=[C:43]2[C:48](=[O:49])[C:47]([C:50]3[CH:55]=[CH:54][C:53]([C:56]4([NH:60][C:61](=[O:67])[O:62][C:63]([CH3:66])([CH3:65])[CH3:64])[CH2:59][CH2:58][CH2:57]4)=[CH:52][CH:51]=3)=[C:46]([C:68]3[CH:69]=[CH:70][CH:71]=[CH:72][CH:73]=3)[O:45][C:44]=12)#[N:78]. The yield is 0.440.